Task: Predict which catalyst facilitates the given reaction.. Dataset: Catalyst prediction with 721,799 reactions and 888 catalyst types from USPTO (1) Product: [F:18][C:4]([C:10]1[N:11]=[C:12]([O:16][CH3:17])[CH:13]=[CH:14][CH:15]=1)([F:3])[CH:5]([OH:6])[OH:7]. Reactant: [BH4-].[Na+].[F:3][C:4]([F:18])([C:10]1[CH:15]=[CH:14][CH:13]=[C:12]([O:16][CH3:17])[N:11]=1)[C:5]([O:7]CC)=[O:6].[Li+].[Cl-]. The catalyst class is: 5. (2) Product: [CH3:1][C:2]1[C:3]([C:8]([NH2:9])=[O:11])=[N:4][CH:5]=[CH:6][CH:7]=1. Reactant: [CH3:1][C:2]1[C:3]([C:8]#[N:9])=[N:4][CH:5]=[CH:6][CH:7]=1.S(=O)(=O)(O)[OH:11].C([O-])([O-])=O.[Na+].[Na+]. The catalyst class is: 6. (3) Reactant: [NH2:1][CH2:2][C:3]1[CH:17]=[CH:16][CH:15]=[CH:14][C:4]=1[CH2:5][NH:6][C:7](=O)[O:8]C(C)(C)C.[CH2:18](N(CC)CC)C.Cl.O1CCOCC1. Product: [NH2:1][CH2:2][C:3]1[CH:17]=[CH:16][CH:15]=[CH:14][C:4]=1[CH2:5][NH:6][C:7](=[O:8])[CH3:18]. The catalyst class is: 2. (4) Reactant: Cl.Cl.[NH:3]1[CH2:8][CH2:7][CH:6]([N:9]2[CH2:13][CH2:12][N:11]([CH2:14][CH2:15][CH2:16][N:17]3[CH2:22][CH2:21][CH2:20][CH2:19][CH2:18]3)[C:10]2=[C:23]([C:26]#[N:27])[C:24]#[N:25])[CH2:5][CH2:4]1.[CH2:28](Br)[CH:29]=[CH2:30].C(=O)([O-])[O-].[K+].[K+].Cl. Product: [CH2:30]([N:3]1[CH2:8][CH2:7][CH:6]([N:9]2[CH2:13][CH2:12][N:11]([CH2:14][CH2:15][CH2:16][N:17]3[CH2:22][CH2:21][CH2:20][CH2:19][CH2:18]3)[C:10]2=[C:23]([C:24]#[N:25])[C:26]#[N:27])[CH2:5][CH2:4]1)[CH:29]=[CH2:28]. The catalyst class is: 3. (5) Reactant: CCN(C(C)C)C(C)C.C1C=CC2N(O)N=NC=2C=1.CCN=C=NCCCN(C)C.[C:31]1([C:37]2[O:41][N:40]=[C:39]([C:42]([NH:44][CH2:45][C:46]([OH:48])=O)=[O:43])[CH:38]=2)[CH:36]=[CH:35][CH:34]=[CH:33][CH:32]=1.Cl.[F:50][C:51]1[CH:62]=[CH:61][C:60]([F:63])=[CH:59][C:52]=1[O:53][CH:54]1[CH2:58][CH2:57][NH:56][CH2:55]1.Cl.ClC1C=CC=CC=1OC1CCNCC1. Product: [F:50][C:51]1[CH:62]=[CH:61][C:60]([F:63])=[CH:59][C:52]=1[O:53][CH:54]1[CH2:58][CH2:57][N:56]([C:46](=[O:48])[CH2:45][NH:44][C:42]([C:39]2[CH:38]=[C:37]([C:31]3[CH:32]=[CH:33][CH:34]=[CH:35][CH:36]=3)[O:41][N:40]=2)=[O:43])[CH2:55]1. The catalyst class is: 3. (6) Reactant: Br[C:2]1[N:7]2[CH:8]=[C:9]([CH2:11][CH2:12][C:13]3[CH:22]=[CH:21][C:20]4[C:15](=[CH:16][CH:17]=[CH:18][CH:19]=4)[N:14]=3)[N:10]=[C:6]2[C:5]([N:23]2[CH2:28][CH2:27][O:26][CH2:25][CH2:24]2)=[N:4][CH:3]=1.CC1(C)C(C)(C)OB([C:37]2[CH:42]=[CH:41][C:40]([N:43]3[C:47](=[O:48])[N:46]([CH2:49][O:50][CH2:51][CH2:52][Si:53]([CH3:56])([CH3:55])[CH3:54])[CH:45]=[N:44]3)=[CH:39][CH:38]=2)O1.C([O-])([O-])=O.[Na+].[Na+]. Product: [O:26]1[CH2:27][CH2:28][N:23]([C:5]2[C:6]3[N:7]([CH:8]=[C:9]([CH2:11][CH2:12][C:13]4[CH:22]=[CH:21][C:20]5[C:15](=[CH:16][CH:17]=[CH:18][CH:19]=5)[N:14]=4)[N:10]=3)[C:2]([C:37]3[CH:38]=[CH:39][C:40]([N:43]4[C:47](=[O:48])[N:46]([CH2:49][O:50][CH2:51][CH2:52][Si:53]([CH3:56])([CH3:55])[CH3:54])[CH:45]=[N:44]4)=[CH:41][CH:42]=3)=[CH:3][N:4]=2)[CH2:24][CH2:25]1. The catalyst class is: 462. (7) Reactant: [CH3:1][C:2]([CH3:32])([CH3:31])[C:3](=[O:30])[CH2:4][O:5][C:6]1[CH:11]=[CH:10][C:9]([C:12]([C:17]2[CH:27]=[CH:26][C:20]([O:21][CH2:22][C:23](O)=[O:24])=[C:19]([CH3:28])[CH:18]=2)([CH2:15][CH3:16])[CH2:13][CH3:14])=[CH:8][C:7]=1[CH3:29].[CH2:33]([O:40][NH2:41])[C:34]1[CH:39]=[CH:38][CH:37]=[CH:36][CH:35]=1.CCN(C(C)C)C(C)C.CN(C(ON1N=NC2C=CC=CC1=2)=[N+](C)C)C.F[P-](F)(F)(F)(F)F. Product: [CH2:33]([O:40][NH:41][C:23](=[O:24])[CH2:22][O:21][C:20]1[CH:26]=[CH:27][C:17]([C:12]([C:9]2[CH:10]=[CH:11][C:6]([O:5][CH2:4][C:3](=[O:30])[C:2]([CH3:1])([CH3:31])[CH3:32])=[C:7]([CH3:29])[CH:8]=2)([CH2:13][CH3:14])[CH2:15][CH3:16])=[CH:18][C:19]=1[CH3:28])[C:34]1[CH:39]=[CH:38][CH:37]=[CH:36][CH:35]=1. The catalyst class is: 3.